From a dataset of Reaction yield outcomes from USPTO patents with 853,638 reactions. Predict the reaction yield, written as a fraction of the theoretical maximum amount of product (1.0 means a 100% yield; for example, 0.34 means a 34% yield). (1) The reactants are [CH2:1]([C:5]1[N:6]=[C:7]2[C:16]([N:17](CC3C=CC(OC)=CC=3)CC3C=CC(OC)=CC=3)=[N:15][C:14]3[C:9](=[CH:10][CH:11]=[CH:12][CH:13]=3)[N:8]2[CH:36]=1)[CH:2]([CH3:4])[CH3:3]. The yield is 0.790. The product is [CH2:1]([C:5]1[N:6]=[C:7]2[C:16]([NH2:17])=[N:15][C:14]3[C:9](=[CH:10][CH:11]=[CH:12][CH:13]=3)[N:8]2[CH:36]=1)[CH:2]([CH3:4])[CH3:3]. The catalyst is FC(F)(F)C(O)=O. (2) The reactants are ClCC1N(C[C@@H]2CCCN(C(OC(C)(C)C)=O)C2)C2C=CC=CC=2N=1.CN[C@H]1C2N=CC=CC=2CCC1.[CH3:38][N:39]([CH2:50][C:51]1[N:55]([CH2:56][C@@H:57]2[CH2:62][CH2:61][CH2:60][N:59]([C:63]([O:65][C:66]([CH3:69])([CH3:68])[CH3:67])=[O:64])[CH2:58]2)[C:54]2[CH:70]=[CH:71][CH:72]=[CH:73][C:53]=2[N:52]=1)[C@@H:40]1[C:49]2[N:48]=[CH:47][CH:46]=[CH:45][C:44]=2[CH2:43][CH2:42][CH2:41]1. No catalyst specified. The product is [CH3:38][N:39]([CH2:50][C:51]1[N:55]([CH2:56][C@@H:57]2[CH2:62][CH2:61][CH2:60][N:59]([C:63]([O:65][C:66]([CH3:69])([CH3:67])[CH3:68])=[O:64])[CH2:58]2)[C:54]2[CH:70]=[CH:71][CH:72]=[CH:73][C:53]=2[N:52]=1)[C@H:40]1[C:49]2[N:48]=[CH:47][CH:46]=[CH:45][C:44]=2[CH2:43][CH2:42][CH2:41]1. The yield is 0.850. (3) The reactants are N[C:2]1[N:7]=[CH:6][C:5]([C:8]2[CH:19]=[C:18]([CH3:20])[C:11]([O:12][CH2:13][C:14](OC)=[O:15])=[C:10]([CH3:21])[CH:9]=2)=[CH:4][N:3]=1.O.[NH2:23][NH2:24]. The catalyst is CCO. The product is [CH3:20][C:18]1[CH:19]=[C:8]([C:5]2[CH:4]=[N:3][CH:2]=[N:7][CH:6]=2)[CH:9]=[C:10]([CH3:21])[C:11]=1[O:12][CH2:13][C:14]([NH:23][NH2:24])=[O:15]. The yield is 1.00. (4) The reactants are [CH:1]([O:4][C:5]1[CH:12]=[CH:11][C:8]([CH:9]=[O:10])=[CH:7][CH:6]=1)([CH3:3])[CH3:2].[Mg].I[CH3:15].[Cl-].[NH4+]. The catalyst is C(OCC)C.O. The product is [CH:1]([O:4][C:5]1[CH:12]=[CH:11][C:8]([CH:9]([OH:10])[CH3:15])=[CH:7][CH:6]=1)([CH3:3])[CH3:2]. The yield is 0.925. (5) The reactants are [CH3:1][N:2]1[CH2:7][CH2:6][CH:5]([CH2:8][OH:9])[CH2:4][CH2:3]1.[C:10]1([C:16]2([N:21]=[C:22]=[O:23])[CH2:20][CH2:19][CH2:18][CH2:17]2)[CH:15]=[CH:14][CH:13]=[CH:12][CH:11]=1. The catalyst is C1(C)C=CC=CC=1. The product is [CH:8]([OH:9])=[O:23].[C:10]1([C:16]2([NH:21][C:22](=[O:23])[O:9][CH2:8][CH:5]3[CH2:6][CH2:7][N:2]([CH3:1])[CH2:3][CH2:4]3)[CH2:20][CH2:19][CH2:18][CH2:17]2)[CH:15]=[CH:14][CH:13]=[CH:12][CH:11]=1. The yield is 0.150. (6) The reactants are [N+:1]([O-:4])(O)=[O:2].[CH3:5][C:6]1[C:15]2[C:10](=[CH:11][C:12]([CH3:16])=[CH:13][CH:14]=2)[CH:9]=[CH:8][CH:7]=1. The catalyst is O. The product is [CH3:5][C:6]1[C:15]2[C:10](=[CH:11][C:12]([CH3:16])=[CH:13][CH:14]=2)[C:9]([N+:1]([O-:4])=[O:2])=[CH:8][CH:7]=1. The yield is 0.780. (7) The reactants are [C:1](=[N:9][OH:10])([NH2:8])[C:2]1[CH:7]=[CH:6][CH:5]=[CH:4][CH:3]=1.[OH-].C([N+](CCCC)(CCCC)CCCC)CCC.[OH-].[Na+].[S:31]1[CH:35]=[CH:34][CH:33]=[C:32]1[C:36](Cl)=O. The catalyst is CC1CCCO1.O. The product is [C:2]1([C:1]2[N:8]=[C:36]([C:32]3[S:31][CH:35]=[CH:34][CH:33]=3)[O:10][N:9]=2)[CH:7]=[CH:6][CH:5]=[CH:4][CH:3]=1. The yield is 0.950. (8) The reactants are [CH:1]([C:3]1[CH:8]=[CH:7][C:6]([C:9]2[N:17]=[CH:16][N:15]=[C:14]3[C:10]=2[NH:11][CH:12]=[N:13]3)=[CH:5][CH:4]=1)=O.[C:18]([CH2:20][C:21]([NH2:23])=[O:22])#[N:19].C1C=CC(P(C2C=CC=CC=2)C2C=CC=CC=2)=CC=1. The catalyst is C1COCC1. The product is [N:17]1[C:9]([C:6]2[CH:7]=[CH:8][C:3]([CH:1]=[C:20]([C:18]#[N:19])[C:21]([NH2:23])=[O:22])=[CH:4][CH:5]=2)=[C:10]2[C:14]([NH:13][CH:12]=[N:11]2)=[N:15][CH:16]=1. The yield is 0.870. (9) The reactants are [Cl:1][C:2]1[CH:7]=[CH:6][C:5]([S:8]([CH:11]([C:21]2[CH:26]=[C:25]([F:27])[CH:24]=[CH:23][C:22]=2[F:28])[C:12]2[N:17]=[CH:16][C:15]([C:18](O)=[O:19])=[CH:14][CH:13]=2)(=[O:10])=[O:9])=[CH:4][CH:3]=1.C(N(CC)CC)C.Cl.C(N=C=NCCCN(C)C)C.[O:48]1[CH:52]=[CH:51][CH:50]=[C:49]1[C:53]([NH:55][NH2:56])=[O:54]. The catalyst is CN(C)C1C=CN=CC=1.ClCCl. The product is [O:48]1[CH:52]=[CH:51][CH:50]=[C:49]1[C:53]([NH:55][NH:56][C:18](=[O:19])[C:15]1[CH:14]=[CH:13][C:12]([CH:11]([S:8]([C:5]2[CH:6]=[CH:7][C:2]([Cl:1])=[CH:3][CH:4]=2)(=[O:10])=[O:9])[C:21]2[CH:26]=[C:25]([F:27])[CH:24]=[CH:23][C:22]=2[F:28])=[N:17][CH:16]=1)=[O:54]. The yield is 0.580.